Dataset: Full USPTO retrosynthesis dataset with 1.9M reactions from patents (1976-2016). Task: Predict the reactants needed to synthesize the given product. (1) Given the product [C:1]([O:4][C@@H:5]1[C@H:6]([O:20][C:21](=[O:23])[CH3:22])[C@@H:7]([NH:8][C:9](=[O:10])[CH3:19])[C@H:11]([O:32][CH2:31][CH2:30][O:29][CH2:28][CH2:27][N:24]=[N+:25]=[N-:26])[O:12][C@@H:13]1[CH2:14][O:15][C:16](=[O:18])[CH3:17])(=[O:3])[CH3:2], predict the reactants needed to synthesize it. The reactants are: [C:1]([O:4][C@H:5]1[C@@H:13]([CH2:14][O:15][C:16](=[O:18])[CH3:17])[O:12][C@H:11]2[C@H:7]([N:8]=[C:9]([CH3:19])[O:10]2)[C@H:6]1[O:20][C:21](=[O:23])[CH3:22])(=[O:3])[CH3:2].[N:24]([CH2:27][CH2:28][O:29][CH2:30][CH2:31][OH:32])=[N+:25]=[N-:26].FC(F)(F)S(O[Si](C)(C)C)(=O)=O. (2) Given the product [Cl:33][C:29]1[CH:28]=[C:27]([C:18]([NH2:20])([C:15]2[CH:16]=[CH:17][NH:13][N:14]=2)[CH3:19])[CH:32]=[CH:31][CH:30]=1, predict the reactants needed to synthesize it. The reactants are: Cl.O1CCOCC1.CN(C)S([N:13]1[CH:17]=[CH:16][C:15]([C:18]([C:27]2[CH:32]=[CH:31][CH:30]=[C:29]([Cl:33])[CH:28]=2)([NH:20]S(C(C)(C)C)=O)[CH3:19])=[N:14]1)(=O)=O. (3) Given the product [NH2:8][C:9]1[S:13][C:12]([C:14]2[CH:15]=[CH:16][C:17]([C:18]([O:20][CH3:21])=[O:19])=[CH:22][CH:23]=2)=[CH:11][C:10]=1[C:24]([N:26]1[CH2:27][CH2:28][CH:29]([N:32]2[CH2:44][CH2:43][CH2:42][C:34]3([C:38](=[O:39])[O:37][C:36]([CH3:41])([CH3:40])[CH2:35]3)[CH2:33]2)[CH2:30][CH2:31]1)=[O:25], predict the reactants needed to synthesize it. The reactants are: C(OC([NH:8][C:9]1[S:13][C:12]([C:14]2[CH:23]=[CH:22][C:17]([C:18]([O:20][CH3:21])=[O:19])=[CH:16][CH:15]=2)=[CH:11][C:10]=1[C:24]([N:26]1[CH2:31][CH2:30][CH:29]([N:32]2[CH2:44][CH2:43][CH2:42][C:34]3([C:38](=[O:39])[O:37][C:36]([CH3:41])([CH3:40])[CH2:35]3)[CH2:33]2)[CH2:28][CH2:27]1)=[O:25])=O)(C)(C)C.C(=O)([O-])O.[Na+]. (4) Given the product [C:12]([O:11][C:10](=[O:16])[NH:9][C:6]1[CH:7]=[CH:8][C:3]([O:2][CH3:1])=[CH:4][C:5]=1[CH2:17][CH:25]([OH:26])[C:24]([CH3:28])([CH3:27])[CH3:23])([CH3:13])([CH3:14])[CH3:15], predict the reactants needed to synthesize it. The reactants are: [CH3:1][O:2][C:3]1[CH:8]=[CH:7][C:6]([NH:9][C:10](=[O:16])[O:11][C:12]([CH3:15])([CH3:14])[CH3:13])=[C:5]([CH3:17])[CH:4]=1.C([Li])(CC)C.[CH3:23][C:24]([CH3:28])([CH3:27])[CH:25]=[O:26].Cl. (5) Given the product [CH2:21]([O:10][C:9](=[O:11])[CH2:8][C:6]1[CH:7]=[C:2]([Cl:1])[CH:3]=[CH:4][C:5]=1[C:12]([F:13])([F:14])[F:15])[CH3:22], predict the reactants needed to synthesize it. The reactants are: [Cl:1][C:2]1[CH:3]=[CH:4][C:5]([C:12]([F:15])([F:14])[F:13])=[C:6]([CH2:8][C:9]([OH:11])=[O:10])[CH:7]=1.OS(O)(=O)=O.[CH3:21][CH2:22]O. (6) The reactants are: Br[C:2]1[CH:7]=[C:6]([N+:8]([O-:10])=[O:9])[C:5]([NH:11][C:12](=[O:14])[CH3:13])=[C:4]([CH3:15])[CH:3]=1.[CH2:16]([O:18][C:19]([C:21]1[CH:22]=[C:23](B(O)O)[CH:24]=[CH:25][CH:26]=1)=[O:20])[CH3:17]. Given the product [C:12]([NH:11][C:5]1[C:6]([N+:8]([O-:10])=[O:9])=[CH:7][C:2]([C:23]2[CH:24]=[CH:25][CH:26]=[C:21]([C:19]([O:18][CH2:16][CH3:17])=[O:20])[CH:22]=2)=[CH:3][C:4]=1[CH3:15])(=[O:14])[CH3:13], predict the reactants needed to synthesize it. (7) Given the product [CH3:1][O:2][C:3](=[O:37])[CH:4]([N:16]1[CH2:21][CH2:20][N:19]([S:22]([C:25]2[CH:30]=[CH:29][CH:28]=[CH:27][C:26]=2[N+:31]([O-:33])=[O:32])(=[O:23])=[O:24])[CH:18]([CH2:34][CH3:35])[CH2:17]1)[CH2:5][C:6]1[CH:15]=[CH:14][C:13]2[C:8](=[CH:9][CH:10]=[CH:11][CH:12]=2)[CH:7]=1, predict the reactants needed to synthesize it. The reactants are: [CH3:1][O:2][C:3](=[O:37])[CH:4]([N:16]1[CH2:21][CH2:20][N:19]([S:22]([C:25]2[CH:30]=[CH:29][CH:28]=[CH:27][C:26]=2[N+:31]([O-:33])=[O:32])(=[O:24])=[O:23])[CH:18]([CH2:34][CH3:35])[C:17]1=O)[CH2:5][C:6]1[CH:15]=[CH:14][C:13]2[C:8](=[CH:9][CH:10]=[CH:11][CH:12]=2)[CH:7]=1.CO. (8) Given the product [CH2:20]([O:19][CH:12]([O:16][CH2:17][CH3:18])[CH2:1][CH2:2][CH2:3][CH2:4][CH2:5][CH2:6][CH2:7][CH2:8][CH3:9])[CH3:21], predict the reactants needed to synthesize it. The reactants are: [CH:1](=O)[CH2:2][CH2:3][CH2:4][CH2:5][CH2:6][CH2:7][CH2:8][CH2:9]C.[CH:12]([O:19][CH2:20][CH3:21])([O:16][CH2:17][CH3:18])OCC.[N+]([O-])([O-])=O.[NH4+].